The task is: Predict the product of the given reaction.. This data is from Forward reaction prediction with 1.9M reactions from USPTO patents (1976-2016). (1) Given the reactants [Br:1][C:2]1[CH:7]=[C:6]([C:8]([F:11])([F:10])[F:9])[CH:5]=[CH:4][C:3]=1[C:12]1[CH:21]=[CH:20][CH:19]=[C:18]2[C:13]=1[CH2:14][CH2:15][N:16](C(OC(C)(C)C)=O)[CH2:17]2.CO.C([Cl:34])(=O)C, predict the reaction product. The product is: [ClH:34].[Br:1][C:2]1[CH:7]=[C:6]([C:8]([F:11])([F:10])[F:9])[CH:5]=[CH:4][C:3]=1[C:12]1[CH:21]=[CH:20][CH:19]=[C:18]2[C:13]=1[CH2:14][CH2:15][NH:16][CH2:17]2. (2) Given the reactants [ClH:1].Cl.NC1CCN([CH2:10][CH:11](C2(O)CCCCC2)[C:12]2[CH:17]=[CH:16][C:15]([O:18][CH2:19][C:20]3[CH:29]=[CH:28][C:27]4[C:22](=[CH:23][CH:24]=[CH:25][CH:26]=4)[CH:21]=3)=[C:14]([Cl:30])[CH:13]=2)CC1.[Cl:38]C1C=[C:41]([CH:57](C2(O)CCCCC2)[C:58]([N:60]2[CH2:65][CH2:64][CH:63]([NH:66]C(=O)OC(C)(C)C)[CH2:62][CH2:61]2)=O)[CH:42]=[CH:43][C:44]=1[O:45]CC1C=CC2C(=CC=CC=2)C=1, predict the reaction product. The product is: [ClH:30].[ClH:38].[NH2:66][CH:63]1[CH2:62][CH2:61][N:60]([CH:58]2[CH2:57][CH2:41][CH2:42][CH2:43][C:44]2([CH2:10][CH2:11][C:12]2[CH:17]=[CH:16][C:15]([O:18][CH2:19][C:20]3[CH:29]=[CH:28][C:27]4[C:22](=[CH:23][CH:24]=[CH:25][CH:26]=4)[CH:21]=3)=[C:14]([Cl:1])[CH:13]=2)[OH:45])[CH2:65][CH2:64]1. (3) Given the reactants CS(O[CH2:6][C@H:7]1[N:18]2[C:19]3[C:10](=[C:11]([Br:21])[CH:12]=[N:13][C:14]=3[CH:15]=[CH:16][C:17]2=[O:20])[O:9][CH2:8]1)(=O)=O.N1C=CC=CC=1.[NH:28]1[CH2:33][CH2:32][CH:31]([NH:34][C:35](=[O:41])[O:36][C:37]([CH3:40])([CH3:39])[CH3:38])[CH2:30][CH2:29]1, predict the reaction product. The product is: [Br:21][C:11]1[CH:12]=[N:13][C:14]2[CH:15]=[CH:16][C:17](=[O:20])[N:18]3[C@H:7]([CH2:6][N:28]4[CH2:29][CH2:30][CH:31]([NH:34][C:35](=[O:41])[O:36][C:37]([CH3:39])([CH3:38])[CH3:40])[CH2:32][CH2:33]4)[CH2:8][O:9][C:10]=1[C:19]=23. (4) Given the reactants [CH3:1][C:2]1[S:22][C:5]2=[N:6][C:7]([O:11][C:12]3[CH:17]=[CH:16][CH:15]=[C:14]([C:18]([F:21])([F:20])[F:19])[CH:13]=3)=[CH:8][C:9](=[O:10])[N:4]2[CH:3]=1.C([Li])CCC.[Br:28]N1C(=O)CCC1=O, predict the reaction product. The product is: [Br:28][C:3]1[N:4]2[C:9](=[O:10])[CH:8]=[C:7]([O:11][C:12]3[CH:17]=[CH:16][CH:15]=[C:14]([C:18]([F:21])([F:19])[F:20])[CH:13]=3)[N:6]=[C:5]2[S:22][C:2]=1[CH3:1]. (5) Given the reactants [C:1]([N:20]1[CH:24]=[C:23]([CH:25]=[O:26])[N:22]=[CH:21]1)([C:14]1[CH:19]=[CH:18][CH:17]=[CH:16][CH:15]=1)([C:8]1[CH:13]=[CH:12][CH:11]=[CH:10][CH:9]=1)[C:2]1[CH:7]=[CH:6][CH:5]=[CH:4][CH:3]=1.[CH3:27][Mg]Br, predict the reaction product. The product is: [C:1]([N:20]1[CH:24]=[C:23]([CH:25]([OH:26])[CH3:27])[N:22]=[CH:21]1)([C:14]1[CH:15]=[CH:16][CH:17]=[CH:18][CH:19]=1)([C:8]1[CH:9]=[CH:10][CH:11]=[CH:12][CH:13]=1)[C:2]1[CH:7]=[CH:6][CH:5]=[CH:4][CH:3]=1. (6) Given the reactants ClC1N=C(C2SC(C(C)C)=NC=2C2C=CC(F)=C(NS(C3C(F)=CC=CC=3F)(=O)=O)C=2)C=CN=1.[C:35]([CH:37]1[CH2:42][CH2:41][N:40]([C:43]2[N:48]=[CH:47][C:46]([NH:49][C:50]3[N:55]=[C:54]([C:56]4[S:60][C:59]([CH:61]([CH3:63])[CH3:62])=[N:58][C:57]=4[C:64]4[CH:65]=[CH:66][C:67]([F:82])=[C:68]([NH:70][S:71]([C:74]5[C:79]([F:80])=[CH:78][CH:77]=[CH:76][C:75]=5[F:81])(=[O:73])=[O:72])[CH:69]=4)[CH:53]=[CH:52][N:51]=3)=[CH:45][CH:44]=2)[CH2:39][CH2:38]1)#[N:36].NC1C=CC(N2CCC(C#N)CC2)=NC=1.Cl.O1CCOCC1, predict the reaction product. The product is: [C:35]([CH:37]1[CH2:38][CH2:39][N:40]([C:43]2[N:48]=[CH:47][C:46]([NH:49][C:50]3[N:55]=[C:54]([C:56]4[S:60][C:59]([CH:61]([CH3:63])[CH3:62])=[N:58][C:57]=4[C:64]4[CH:65]=[CH:66][C:67]([F:82])=[C:68]([NH:70][S:71]([C:74]5[C:79]([F:80])=[CH:78][CH:77]=[CH:76][C:75]=5[F:81])(=[O:73])=[O:72])[CH:69]=4)[CH:53]=[CH:52][N:51]=3)=[CH:45][CH:44]=2)[CH2:41][CH2:42]1)#[N:36].